This data is from NCI-60 drug combinations with 297,098 pairs across 59 cell lines. The task is: Regression. Given two drug SMILES strings and cell line genomic features, predict the synergy score measuring deviation from expected non-interaction effect. (1) Drug 1: CN(C)N=NC1=C(NC=N1)C(=O)N. Drug 2: C1CN(P(=O)(OC1)NCCCl)CCCl. Cell line: NCI-H322M. Synergy scores: CSS=-1.83, Synergy_ZIP=2.81, Synergy_Bliss=1.22, Synergy_Loewe=-1.51, Synergy_HSA=-1.87. (2) Drug 1: C1CN1P(=S)(N2CC2)N3CC3. Drug 2: COC1=NC(=NC2=C1N=CN2C3C(C(C(O3)CO)O)O)N. Cell line: SF-295. Synergy scores: CSS=4.64, Synergy_ZIP=-4.08, Synergy_Bliss=-6.72, Synergy_Loewe=-10.2, Synergy_HSA=-6.76. (3) Drug 1: C1CC(=O)NC(=O)C1N2C(=O)C3=CC=CC=C3C2=O. Drug 2: CCC1(C2=C(COC1=O)C(=O)N3CC4=CC5=C(C=CC(=C5CN(C)C)O)N=C4C3=C2)O.Cl. Cell line: SK-MEL-2. Synergy scores: CSS=2.03, Synergy_ZIP=-4.04, Synergy_Bliss=-12.8, Synergy_Loewe=-25.7, Synergy_HSA=-14.3. (4) Drug 1: CC1=C2C(C(=O)C3(C(CC4C(C3C(C(C2(C)C)(CC1OC(=O)C(C(C5=CC=CC=C5)NC(=O)OC(C)(C)C)O)O)OC(=O)C6=CC=CC=C6)(CO4)OC(=O)C)O)C)O. Drug 2: C(CN)CNCCSP(=O)(O)O. Cell line: SN12C. Synergy scores: CSS=1.07, Synergy_ZIP=1.39, Synergy_Bliss=5.19, Synergy_Loewe=2.27, Synergy_HSA=2.01. (5) Drug 1: CNC(=O)C1=CC=CC=C1SC2=CC3=C(C=C2)C(=NN3)C=CC4=CC=CC=N4. Drug 2: CC12CCC3C(C1CCC2=O)CC(=C)C4=CC(=O)C=CC34C. Cell line: OVCAR-5. Synergy scores: CSS=23.2, Synergy_ZIP=2.05, Synergy_Bliss=1.63, Synergy_Loewe=-0.444, Synergy_HSA=0.565.